This data is from Reaction yield outcomes from USPTO patents with 853,638 reactions. The task is: Predict the reaction yield, written as a fraction of the theoretical maximum amount of product (1.0 means a 100% yield; for example, 0.34 means a 34% yield). The reactants are CCCC[N+:5]([CH2:14][CH2:15][CH2:16][CH3:17])(CCCC)CCCC.[F-].O1C2C=CC=CC=2C=C1[C:28]1[C:29](=[O:64])[NH:30][C:31](=[O:63])[C:32]=1[C:33]1[C:41]2[C:36](=[N:37][CH:38]=[CH:39][CH:40]=2)[N:35]([CH2:42][CH2:43][CH2:44][O:45][Si](C(C)(C)C)(C2C=CC=CC=2)C2C=CC=CC=2)[CH:34]=1. The catalyst is C1COCC1. The product is [OH:45][CH2:44][CH2:43][CH2:42][N:35]1[C:36]2=[N:37][CH:38]=[CH:39][CH:40]=[C:41]2[C:33]([C:32]2[C:31](=[O:63])[NH:30][C:29](=[O:64])[C:28]=2[C:16]2[CH:15]=[CH:14][NH:5][CH:17]=2)=[CH:34]1. The yield is 0.840.